From a dataset of Reaction yield outcomes from USPTO patents with 853,638 reactions. Predict the reaction yield, written as a fraction of the theoretical maximum amount of product (1.0 means a 100% yield; for example, 0.34 means a 34% yield). (1) The reactants are [CH2:1]([N:3]1[CH:7]=[C:6]([C:8]2[CH:13]=[CH:12][N:11]=[C:10]3[NH:14][CH:15]=[CH:16][C:9]=23)[C:5]([C:17]2[CH:23]=[CH:22][C:20]([NH2:21])=[CH:19][CH:18]=2)=[N:4]1)[CH3:2].Cl[C:25]([O:27][CH3:28])=[O:26]. The catalyst is N1C=CC=CC=1. The product is [CH2:1]([N:3]1[CH:7]=[C:6]([C:8]2[CH:13]=[CH:12][N:11]=[C:10]3[NH:14][CH:15]=[CH:16][C:9]=23)[C:5]([C:17]2[CH:23]=[CH:22][C:20]([NH:21][C:25](=[O:26])[O:27][CH3:28])=[CH:19][CH:18]=2)=[N:4]1)[CH3:2]. The yield is 0.400. (2) The reactants are N(C(OC(C)C)=O)=NC(OC(C)C)=O.[OH:15][C:16]1[CH:21]=[CH:20][C:19]([CH2:22][CH:23]([C:30]2[S:31][CH:32]=[CH:33][N:34]=2)[CH2:24][C:25]([O:27][CH2:28][CH3:29])=[O:26])=[CH:18][CH:17]=1.[CH3:35][NH:36][C:37]1[N:42]=[C:41]([CH:43](O)[CH3:44])[CH:40]=[CH:39][CH:38]=1.C1(P(C2C=CC=CC=2)C2C=CC=CC=2)C=CC=CC=1. The catalyst is C1COCC1. The product is [CH3:35][NH:36][C:37]1[N:42]=[C:41]([CH2:43][CH2:44][O:15][C:16]2[CH:21]=[CH:20][C:19]([CH2:22][CH:23]([C:30]3[S:31][CH:32]=[CH:33][N:34]=3)[CH2:24][C:25]([O:27][CH2:28][CH3:29])=[O:26])=[CH:18][CH:17]=2)[CH:40]=[CH:39][CH:38]=1. The yield is 0.470. (3) The reactants are [NH:1]1[CH2:6][CH2:5][CH:4]([OH:7])[CH2:3][CH2:2]1.Cl[C:9]1[CH:14]=[CH:13][CH:12]=[CH:11][N:10]=1.CCN(C(C)C)C(C)C. The catalyst is C(O)(C)C. The product is [N:1]1([C:9]2[CH:14]=[CH:13][CH:12]=[CH:11][N:10]=2)[CH2:6][CH2:5][CH:4]([OH:7])[CH2:3][CH2:2]1. The yield is 0.270. (4) The reactants are [OH:1][C@H:2]1[C:10]2[C:5](=[C:6]([C:11]3[N:15]=[C:14]([C:16]4[CH:17]=[CH:18][C:19]([O:24][CH:25]([CH3:27])[CH3:26])=[C:20]([CH:23]=4)[C:21]#[N:22])[O:13][N:12]=3)[CH:7]=[CH:8][CH:9]=2)[CH2:4][CH2:3]1.N1C=CC=CC=1.[C:34](Cl)(=[O:36])[CH3:35]. The catalyst is C(Cl)Cl. The product is [C:34]([O:1][C@H:2]1[C:10]2[C:5](=[C:6]([C:11]3[N:15]=[C:14]([C:16]4[CH:17]=[CH:18][C:19]([O:24][CH:25]([CH3:27])[CH3:26])=[C:20]([C:21]#[N:22])[CH:23]=4)[O:13][N:12]=3)[CH:7]=[CH:8][CH:9]=2)[CH2:4][CH2:3]1)(=[O:36])[CH3:35]. The yield is 0.920. (5) The reactants are [C:1]([C:3]1[CH:8]=[CH:7][CH:6]=[CH:5][C:4]=1[C:9]1[S:13][C:12]([CH2:14][C:15]2[C:16](=[O:40])[N:17]([C@H:27]3[CH2:32][CH2:31][C@H:30]([O:33][CH2:34]C(OCC)=O)[CH2:29][CH2:28]3)[C:18]3[N:19]([N:24]=[CH:25][N:26]=3)[C:20]=2[CH2:21][CH2:22][CH3:23])=[CH:11][CH:10]=1)#[N:2].C[Mg]Br.[Cl-].[NH4+]. The catalyst is O1CCCC1. The product is [OH:33][C:30]([CH3:31])([CH3:29])[CH2:34][O:33][C@H:30]1[CH2:29][CH2:28][C@H:27]([N:17]2[C:16](=[O:40])[C:15]([CH2:14][C:12]3[S:13][C:9]([C:4]4[CH:5]=[CH:6][CH:7]=[CH:8][C:3]=4[C:1]#[N:2])=[CH:10][CH:11]=3)=[C:20]([CH2:21][CH2:22][CH3:23])[N:19]3[N:24]=[CH:25][N:26]=[C:18]23)[CH2:32][CH2:31]1. The yield is 0.490. (6) The reactants are C([O:4][CH2:5][C@@H:6]1[C@@H:11]([O:12]C(=O)C)[C@H:10]([O:16]C(=O)C)[C@H:9]([O:20]C(=O)C)[C@@H:8]([CH2:24][CH2:25][CH2:26][C:27]2[CH:32]=[CH:31][C:30]([CH2:33][CH2:34][CH2:35][C@@H:36]3[C@@H:41]([O:42]C(=O)C)[C@@H:40]([O:46]C(=O)C)[C@H:39]([O:50]C(=O)C)[C@@H:38]([CH2:54][O:55]C(=O)C)[O:37]3)=[CH:29][CH:28]=2)[O:7]1)(=O)C.CO[Na]. The catalyst is CO. The product is [OH:55][CH2:54][C@@H:38]1[C@@H:39]([OH:50])[C@H:40]([OH:46])[C@H:41]([OH:42])[C@@H:36]([CH2:35][CH2:34][CH2:33][C:30]2[CH:29]=[CH:28][C:27]([CH2:26][CH2:25][CH2:24][C@@H:8]3[C@@H:9]([OH:20])[C@@H:10]([OH:16])[C@H:11]([OH:12])[C@@H:6]([CH2:5][OH:4])[O:7]3)=[CH:32][CH:31]=2)[O:37]1. The yield is 0.140. (7) The reactants are [C:1]([C:3]1[C@@H:8]([C:9]2[CH:14]=[CH:13][C:12]([C:15]#[N:16])=[CH:11][C:10]=2[S:17]([CH3:20])(=[O:19])=[O:18])[N:7]([CH2:21][C:22]([OH:24])=O)[C:6](=[O:25])[N:5]([C:26]2[CH:31]=[CH:30][CH:29]=[C:28]([C:32]([F:35])([F:34])[F:33])[CH:27]=2)[C:4]=1[CH3:36])#[N:2].CN(C(ON1N=NC2C=CC=NC1=2)=[N+](C)C)C.F[P-](F)(F)(F)(F)F.[OH:61][CH:62]1[CH2:67][CH2:66][NH:65][CH2:64][CH2:63]1.C(N(CC)C(C)C)(C)C. The catalyst is CN(C=O)C. The product is [C:15]([C:12]1[CH:13]=[CH:14][C:9]([C@@H:8]2[C:3]([C:1]#[N:2])=[C:4]([CH3:36])[N:5]([C:26]3[CH:31]=[CH:30][CH:29]=[C:28]([C:32]([F:34])([F:35])[F:33])[CH:27]=3)[C:6](=[O:25])[N:7]2[CH2:21][C:22]([N:65]2[CH2:66][CH2:67][CH:62]([OH:61])[CH2:63][CH2:64]2)=[O:24])=[C:10]([S:17]([CH3:20])(=[O:18])=[O:19])[CH:11]=1)#[N:16]. The yield is 0.980. (8) The reactants are [H-].[Na+].[OH:3][C:4]1[C:11]([CH3:12])=[CH:10][C:7]([C:8]#[N:9])=[CH:6][C:5]=1[CH3:13].[CH2:14]([N:21]1[C:29]2[C:28](Cl)=[N:27][C:26]([NH2:31])=[N:25][C:24]=2[CH:23]=[CH:22]1)[C:15]1[CH:20]=[CH:19][CH:18]=[CH:17][CH:16]=1. The catalyst is CN1C(=O)CCC1.O. The product is [NH2:31][C:26]1[N:27]=[C:28]([O:3][C:4]2[C:5]([CH3:13])=[CH:6][C:7]([C:8]#[N:9])=[CH:10][C:11]=2[CH3:12])[C:29]2[N:21]([CH2:14][C:15]3[CH:16]=[CH:17][CH:18]=[CH:19][CH:20]=3)[CH:22]=[CH:23][C:24]=2[N:25]=1. The yield is 0.600. (9) The reactants are [CH3:1][N:2]1[C:6]([C:7]2[CH:8]=[C:9]([CH2:13][C:14]([OH:16])=O)[CH:10]=[CH:11][CH:12]=2)=[CH:5][CH:4]=[N:3]1.CCN=C=NCCCN(C)C.C1C=CC2N(O)N=NC=2C=1.CCN(CC)CC.[NH2:45][CH2:46][CH:47]([OH:59])[CH2:48][N:49]1[CH2:58][CH2:57][C:56]2[C:51](=[CH:52][CH:53]=[CH:54][CH:55]=2)[CH2:50]1. The catalyst is C(Cl)Cl.O. The product is [CH2:50]1[C:51]2[C:56](=[CH:55][CH:54]=[CH:53][CH:52]=2)[CH2:57][CH2:58][N:49]1[CH2:48][CH:47]([OH:59])[CH2:46][NH:45][C:14](=[O:16])[CH2:13][C:9]1[CH:10]=[CH:11][CH:12]=[C:7]([C:6]2[N:2]([CH3:1])[N:3]=[CH:4][CH:5]=2)[CH:8]=1. The yield is 0.210. (10) The reactants are [C:1]([O:5][C:6](=[O:19])[NH:7][C:8]12[CH2:17][CH:12]3[CH2:13][CH:14]([CH2:16][C:10]([OH:18])([CH2:11]3)[CH2:9]1)[CH2:15]2)([CH3:4])([CH3:3])[CH3:2].C(N(CC)CC)C.[CH3:27][S:28](Cl)(=[O:30])=[O:29]. The catalyst is ClCCl. The product is [CH3:27][S:28]([O:18][C:10]12[CH2:16][CH:14]3[CH2:13][CH:12]([CH2:17][C:8]([NH:7][C:6]([O:5][C:1]([CH3:4])([CH3:2])[CH3:3])=[O:19])([CH2:15]3)[CH2:9]1)[CH2:11]2)(=[O:30])=[O:29]. The yield is 0.400.